From a dataset of Catalyst prediction with 721,799 reactions and 888 catalyst types from USPTO. Predict which catalyst facilitates the given reaction. (1) Reactant: [CH2:1]([C:3]1[N:4]=[C:5]([NH2:14])[S:6][C:7]=1[C:8]#[C:9][Si](C)(C)C)[CH3:2].C([O-])([O-])=O.[K+].[K+]. Product: [CH2:1]([C:3]1[N:4]=[C:5]([NH2:14])[S:6][C:7]=1[C:8]#[CH:9])[CH3:2]. The catalyst class is: 5. (2) The catalyst class is: 4. Product: [CH2:15]([O:16][C:17](=[O:18])[C:4](=[O:20])[CH2:5][CH:8]1[CH:10]([C:11]2[C:19]3[O:18][CH2:17][O:16][C:15]=3[CH:14]=[CH:13][CH:12]=2)[CH2:9]1)[CH3:14]. Reactant: C(O[C:4](=[O:20])[C:5]([CH:8]1[CH:10]([C:11]2[C:19]3[O:18][CH2:17][O:16][C:15]=3[CH:14]=[CH:13][CH:12]=2)[CH2:9]1)(O)C)C.S([O-])([O-])(=O)=S.[Na+].[Na+]. (3) Reactant: [NH2:1][C:2]1[C:10]([F:11])=[CH:9][CH:8]=[CH:7][C:3]=1[C:4]([OH:6])=[O:5].[Cl:12]N1C(=O)CCC1=O.CN(C)C=O.Cl. Product: [NH2:1][C:2]1[C:10]([F:11])=[CH:9][C:8]([Cl:12])=[CH:7][C:3]=1[C:4]([OH:6])=[O:5]. The catalyst class is: 6. (4) Reactant: CC([O-])(C)C.[K+].[OH:7][C:8]1[CH:16]=[CH:15][C:11]([CH2:12][C:13]#[N:14])=[CH:10][CH:9]=1.O.Cl.[C:19]1(=[O:25])[CH2:24][CH2:23][CH2:22][CH2:21][CH2:20]1. Product: [C:13]([CH:12]([C:11]1[CH:15]=[CH:16][C:8]([OH:7])=[CH:9][CH:10]=1)[C:19]1([OH:25])[CH2:24][CH2:23][CH2:22][CH2:21][CH2:20]1)#[N:14]. The catalyst class is: 13.